Dataset: Full USPTO retrosynthesis dataset with 1.9M reactions from patents (1976-2016). Task: Predict the reactants needed to synthesize the given product. (1) Given the product [Br:18][CH2:19][CH2:20][O:15][C:10]1[CH:9]=[CH:8][C:7]2[C:3]([C:2]([F:1])([F:16])[F:17])=[N:4][O:5][C:6]=2[C:11]=1[CH2:12][CH2:13][CH3:14], predict the reactants needed to synthesize it. The reactants are: [F:1][C:2]([F:17])([F:16])[C:3]1[C:7]2[CH:8]=[CH:9][C:10]([OH:15])=[C:11]([CH2:12][CH2:13][CH3:14])[C:6]=2[O:5][N:4]=1.[Br:18][CH2:19][CH2:20]Br.[OH-].[Na+]. (2) The reactants are: Cl.Cl.Cl.[F:4][C:5]1[CH:6]=[C:7]([C:12]2[N:13]=[C:14]([CH:24]3[CH2:29][CH2:28][NH:27][CH2:26][CH2:25]3)[N:15]([CH2:17][CH2:18][N:19]3[CH2:23][CH2:22][CH2:21][CH2:20]3)[CH:16]=2)[CH:8]=[CH:9][C:10]=1[F:11].Cl[C:31]1[C:32]2[CH2:39][C:38](=[O:40])[NH:37][C:33]=2[N:34]=[CH:35][N:36]=1.CCN(C(C)C)C(C)C. Given the product [F:4][C:5]1[CH:6]=[C:7]([C:12]2[N:13]=[C:14]([CH:24]3[CH2:25][CH2:26][N:27]([C:31]4[C:32]5[CH2:39][C:38](=[O:40])[NH:37][C:33]=5[N:34]=[CH:35][N:36]=4)[CH2:28][CH2:29]3)[N:15]([CH2:17][CH2:18][N:19]3[CH2:20][CH2:21][CH2:22][CH2:23]3)[CH:16]=2)[CH:8]=[CH:9][C:10]=1[F:11], predict the reactants needed to synthesize it.